This data is from Catalyst prediction with 721,799 reactions and 888 catalyst types from USPTO. The task is: Predict which catalyst facilitates the given reaction. (1) Reactant: Cl[C:2]1[N:11]=[C:10]2[C:5]([CH:6]=[C:7]([C:16]([O:18][CH2:19][CH3:20])=[O:17])[C:8]([C:12]([F:15])([F:14])[F:13])=[N:9]2)=[CH:4][CH:3]=1.[C:21]1([OH:27])[CH:26]=[CH:25][CH:24]=[CH:23][CH:22]=1.C(=O)([O-])[O-].[Cs+].[Cs+]. Product: [O:27]([C:2]1[N:11]=[C:10]2[C:5]([CH:6]=[C:7]([C:16]([O:18][CH2:19][CH3:20])=[O:17])[C:8]([C:12]([F:15])([F:14])[F:13])=[N:9]2)=[CH:4][CH:3]=1)[C:21]1[CH:26]=[CH:25][CH:24]=[CH:23][CH:22]=1. The catalyst class is: 115. (2) Reactant: Cl.[Cl:2][C:3]1[CH:8]=[CH:7][CH:6]=[C:5]([Cl:9])[C:4]=1[NH:10][NH2:11].[OH-].[Na+].C(O[CH:17]=[C:18]([C:21]#[N:22])[C:19]#[N:20])C. Product: [NH2:22][C:21]1[N:10]([C:4]2[C:3]([Cl:2])=[CH:8][CH:7]=[CH:6][C:5]=2[Cl:9])[N:11]=[CH:17][C:18]=1[C:19]#[N:20]. The catalyst class is: 25. (3) Reactant: [NH2:1][C:2](=[O:42])[CH2:3][C:4]1[CH:41]=[CH:40][CH:39]=[CH:38][C:5]=1[CH2:6][CH2:7][C:8]1[C:13]([C:14]([F:17])([F:16])[F:15])=[CH:12][N:11]=[C:10]([NH:18][C:19]2[CH:24]=[CH:23][C:22]([CH:25]3[CH2:30][CH2:29][CH2:28][CH2:27][N:26]3C(OC(C)(C)C)=O)=[CH:21][CH:20]=2)[N:9]=1.FC(F)(F)C(O)=O. Product: [NH:26]1[CH2:27][CH2:28][CH2:29][CH2:30][CH:25]1[C:22]1[CH:23]=[CH:24][C:19]([NH:18][C:10]2[N:9]=[C:8]([CH2:7][CH2:6][C:5]3[CH:38]=[CH:39][CH:40]=[CH:41][C:4]=3[CH2:3][C:2]([NH2:1])=[O:42])[C:13]([C:14]([F:17])([F:15])[F:16])=[CH:12][N:11]=2)=[CH:20][CH:21]=1. The catalyst class is: 2. (4) Reactant: [CH3:1][O:2][C:3]1[CH:4]=[CH:5][C:6]([CH2:11][CH2:12][NH2:13])=[N:7][C:8]=1[O:9][CH3:10].[F:14][C:15]([F:28])([F:27])[C:16]1[CH:26]=[CH:25][C:19]([CH2:20][CH2:21][C:22](O)=[O:23])=[CH:18][CH:17]=1.C(Cl)CCl. Product: [CH3:1][O:2][C:3]1[CH:4]=[CH:5][C:6]([CH2:11][CH2:12][NH:13][C:22](=[O:23])[CH2:21][CH2:20][C:19]2[CH:18]=[CH:17][C:16]([C:15]([F:27])([F:28])[F:14])=[CH:26][CH:25]=2)=[N:7][C:8]=1[O:9][CH3:10]. The catalyst class is: 91.